Dataset: NCI-60 drug combinations with 297,098 pairs across 59 cell lines. Task: Regression. Given two drug SMILES strings and cell line genomic features, predict the synergy score measuring deviation from expected non-interaction effect. (1) Drug 1: CC12CCC(CC1=CCC3C2CCC4(C3CC=C4C5=CN=CC=C5)C)O. Drug 2: CC1C(C(CC(O1)OC2CC(CC3=C2C(=C4C(=C3O)C(=O)C5=C(C4=O)C(=CC=C5)OC)O)(C(=O)C)O)N)O.Cl. Cell line: MOLT-4. Synergy scores: CSS=83.9, Synergy_ZIP=27.4, Synergy_Bliss=27.0, Synergy_Loewe=-4.06, Synergy_HSA=27.3. (2) Drug 1: C1CN1P(=S)(N2CC2)N3CC3. Synergy scores: CSS=38.4, Synergy_ZIP=-8.68, Synergy_Bliss=-0.630, Synergy_Loewe=0.712, Synergy_HSA=1.65. Drug 2: CS(=O)(=O)OCCCCOS(=O)(=O)C. Cell line: COLO 205.